The task is: Predict the reactants needed to synthesize the given product.. This data is from Full USPTO retrosynthesis dataset with 1.9M reactions from patents (1976-2016). (1) The reactants are: C(O)(=O)C.[NH2:5][C:6]1[CH:7]=[CH:8][C:9]([Cl:21])=[C:10]([NH:12][C:13]2[CH2:18][CH2:17][CH2:16][C:15](=[O:19])[C:14]=2[CH3:20])[CH:11]=1.[CH3:22][C:23]1[CH:30]=[CH:29][CH:28]=[CH:27][C:24]=1[CH:25]=O.B.CC1C=CC=CN=1. Given the product [Cl:21][C:9]1[CH:8]=[CH:7][C:6]([NH:5][CH2:22][C:23]2[CH:30]=[CH:29][CH:28]=[CH:27][C:24]=2[CH3:25])=[CH:11][C:10]=1[NH:12][C:13]1[CH2:18][CH2:17][CH2:16][C:15](=[O:19])[C:14]=1[CH3:20], predict the reactants needed to synthesize it. (2) Given the product [Br:28][C:11]1[C:10]([C:26]#[N:27])=[N:9][N:8]([CH2:6][CH3:7])[C:12]=1[CH2:13][CH2:14][N:15]1[C:16](=[O:25])[C:17]2=[CH:24][CH:23]=[CH:22][CH:21]=[C:18]2[C:19]1=[O:20], predict the reactants needed to synthesize it. The reactants are: C([O-])(=O)C.[K+].[CH2:6]([N:8]1[C:12]([CH2:13][CH2:14][N:15]2[C:19](=[O:20])[C:18]3=[CH:21][CH:22]=[CH:23][CH:24]=[C:17]3[C:16]2=[O:25])=[CH:11][C:10]([C:26]#[N:27])=[N:9]1)[CH3:7].[Br:28]Br.S([O-])(O)=O.[Na+].